The task is: Predict which catalyst facilitates the given reaction.. This data is from Catalyst prediction with 721,799 reactions and 888 catalyst types from USPTO. (1) Reactant: Br[C:2]1[C:7]2=[CH:8][N:9]([C:11]3[C:18]([Cl:19])=[CH:17][CH:16]=[CH:15][C:12]=3[C:13]#[N:14])[N:10]=[C:6]2[C:5]([F:20])=[CH:4][N:3]=1.[C:21]([O:25][C:26]([N:28]1[CH2:31][CH:30]([C:32]2[CH:33]=[N:34][C:35]([NH2:38])=[CH:36][CH:37]=2)[CH2:29]1)=[O:27])([CH3:24])([CH3:23])[CH3:22].CC1(C)C2C(=C(P(C3C=CC=CC=3)C3C=CC=CC=3)C=CC=2)OC2C(P(C3C=CC=CC=3)C3C=CC=CC=3)=CC=CC1=2.C(=O)([O-])[O-].[Cs+].[Cs+]. Product: [C:21]([O:25][C:26]([N:28]1[CH2:29][CH:30]([C:32]2[CH:33]=[N:34][C:35]([NH:38][C:2]3[C:7]4=[CH:8][N:9]([C:11]5[C:12]([C:13]#[N:14])=[CH:15][CH:16]=[CH:17][C:18]=5[Cl:19])[N:10]=[C:6]4[C:5]([F:20])=[CH:4][N:3]=3)=[CH:36][CH:37]=2)[CH2:31]1)=[O:27])([CH3:24])([CH3:22])[CH3:23]. The catalyst class is: 62. (2) Reactant: CN1[CH2:7][CH2:6][N:5]([CH2:8][C:9]2[CH:14]=[CH:13][C:12]([CH:15]([CH:18]=O)[C:16]#[N:17])=[CH:11][CH:10]=2)[CH2:4][CH2:3]1.O.[NH2:21][NH2:22].Cl.[NH3:24].[C:25](O)(=O)C. Product: [CH3:25][N:24]1[CH2:7][CH2:6][N:5]([CH2:8][C:9]2[CH:14]=[CH:13][C:12]([C:15]3[CH:18]=[N:22][NH:21][C:16]=3[NH2:17])=[CH:11][CH:10]=2)[CH2:4][CH2:3]1. The catalyst class is: 6. (3) Reactant: I[C:2]1[CH:3]=[C:4]2[C:8](=[CH:9][CH:10]=1)[NH:7][C:6](=[O:11])[CH2:5]2.[Si:12]([C:16]#[CH:17])([CH3:15])([CH3:14])[CH3:13]. Product: [CH3:13][Si:12]([C:16]#[C:17][C:2]1[CH:3]=[C:4]2[C:8](=[CH:9][CH:10]=1)[NH:7][C:6](=[O:11])[CH2:5]2)([CH3:15])[CH3:14]. The catalyst class is: 654. (4) Reactant: [Br:1][C:2]1[CH:3]=[C:4]([NH2:16])[C:5]([NH:8][CH2:9][CH2:10][O:11][C:12]([F:15])([F:14])[F:13])=[CH:6][CH:7]=1.[C:17]([CH2:21][C:22](Cl)=[O:23])([CH3:20])([CH3:19])[CH3:18]. Product: [Br:1][C:2]1[CH:7]=[CH:6][C:5]([NH:8][CH2:9][CH2:10][O:11][C:12]([F:13])([F:15])[F:14])=[C:4]([NH:16][C:22](=[O:23])[CH2:21][C:17]([CH3:20])([CH3:19])[CH3:18])[CH:3]=1. The catalyst class is: 13. (5) Reactant: [C:1]([C:3]1[CH:8]=[CH:7][C:6]([S:9]([NH2:12])(=[O:11])=[O:10])=[CH:5][CH:4]=1)#[CH:2].[C:13](Cl)([C:30]1[CH:35]=[CH:34][CH:33]=[CH:32][CH:31]=1)([C:22]1[CH:29]=[CH:28][C:25]([O:26][CH3:27])=[CH:24][CH:23]=1)[C:14]1[CH:21]=[CH:20][C:17]([O:18][CH3:19])=[CH:16][CH:15]=1. Product: [CH3:27][O:26][C:25]1[CH:24]=[CH:23][C:22]([C:13]([C:14]2[CH:15]=[CH:16][C:17]([O:18][CH3:19])=[CH:20][CH:21]=2)([C:30]2[CH:35]=[CH:34][CH:33]=[CH:32][CH:31]=2)[NH:12][S:9]([C:6]2[CH:5]=[CH:4][C:3]([C:1]#[CH:2])=[CH:8][CH:7]=2)(=[O:10])=[O:11])=[CH:29][CH:28]=1. The catalyst class is: 2.